This data is from Forward reaction prediction with 1.9M reactions from USPTO patents (1976-2016). The task is: Predict the product of the given reaction. Given the reactants Br[C:2]1[C:3]([N:9]2[CH2:14][CH2:13][CH:12]([CH2:15][NH:16][C:17](=[O:23])[O:18][C:19]([CH3:22])([CH3:21])[CH3:20])[CH2:11][CH2:10]2)=[N:4][C:5]([Cl:8])=[N:6][CH:7]=1.[N:24]1[CH:29]=[CH:28][C:27](B(O)O)=[CH:26][CH:25]=1.C([O-])([O-])=O.[Na+].[Na+], predict the reaction product. The product is: [Cl:8][C:5]1[N:4]=[C:3]([N:9]2[CH2:14][CH2:13][CH:12]([CH2:15][NH:16][C:17](=[O:23])[O:18][C:19]([CH3:22])([CH3:21])[CH3:20])[CH2:11][CH2:10]2)[C:2]([C:27]2[CH:28]=[CH:29][N:24]=[CH:25][CH:26]=2)=[CH:7][N:6]=1.